This data is from Reaction yield outcomes from USPTO patents with 853,638 reactions. The task is: Predict the reaction yield, written as a fraction of the theoretical maximum amount of product (1.0 means a 100% yield; for example, 0.34 means a 34% yield). (1) The reactants are [N+:1]([C:4]1[CH:12]=[CH:11][C:7]2[NH:8][CH:9]=[N:10][C:6]=2[CH:5]=1)([O-])=O. The catalyst is CO.[Pd]. The product is [NH:8]1[C:7]2[CH:11]=[CH:12][C:4]([NH2:1])=[CH:5][C:6]=2[N:10]=[CH:9]1. The yield is 0.850. (2) The reactants are [Br:1][C:2]1[CH:3]=[C:4]([CH2:13][C@@H:14]([CH2:19][C:20]([O:22][CH3:23])=[O:21])[C:15]([O:17]C)=O)[C:5]([CH2:11]Cl)=[C:6]2[C:10]=1[NH:9][N:8]=[CH:7]2.C(=O)([O-])[O-].[K+].[K+].[NH2:30][CH2:31][CH:32]1[CH2:34][CH2:33]1. The catalyst is C(#N)C. The product is [CH3:23][O:22][C:20](=[O:21])[CH2:19][C@H:14]1[C:15](=[O:17])[N:30]([CH2:31][CH:32]2[CH2:34][CH2:33]2)[CH2:11][C:5]2[C:6]3[CH:7]=[N:8][NH:9][C:10]=3[C:2]([Br:1])=[CH:3][C:4]=2[CH2:13]1. The yield is 0.640. (3) The reactants are C(C1NC=CN=1)(C1NC=CN=1)=O.[Br:13][C:14]1[NH:15][C:16]2[C:21]([C:22]=1[CH:23]1[CH2:28][CH2:27][CH2:26][CH2:25][CH2:24]1)=[CH:20][CH:19]=[C:18]([C:29]([OH:31])=O)[CH:17]=2.[CH3:32][N:33]([CH3:38])[S:34]([NH2:37])(=[O:36])=[O:35].C1CCN2C(=NCCC2)CC1. The catalyst is C1COCC1.CCOC(C)=O. The product is [Br:13][C:14]1[NH:15][C:16]2[C:21]([C:22]=1[CH:23]1[CH2:28][CH2:27][CH2:26][CH2:25][CH2:24]1)=[CH:20][CH:19]=[C:18]([C:29]([NH:37][S:34]([N:33]([CH3:38])[CH3:32])(=[O:36])=[O:35])=[O:31])[CH:17]=2. The yield is 0.460. (4) The reactants are [CH3:1][O:2][C:3](=[O:20])[C:4]1[CH:9]=[C:8]([C:10]2[CH:14]=[CH:13][O:12][CH:11]=2)[C:7]([C:15]([F:18])([F:17])[F:16])=[CH:6][C:5]=1[NH2:19]. The catalyst is C1COCC1.O.[Ni]. The product is [CH3:1][O:2][C:3](=[O:20])[C:4]1[CH:9]=[C:8]([CH:10]2[CH2:14][CH2:13][O:12][CH2:11]2)[C:7]([C:15]([F:17])([F:18])[F:16])=[CH:6][C:5]=1[NH2:19]. The yield is 0.460. (5) The reactants are [CH3:1][O:2][C:3]1[CH:8]=[C:7](F)[C:6]([CH3:10])=[CH:5][C:4]=1[N+:11]([O-:13])=[O:12].[CH3:14][S:15]([CH2:18][CH2:19][CH:20]1[CH2:25][CH2:24][NH:23][CH2:22][CH2:21]1)(=[O:17])=[O:16].C([O-])([O-])=O.[K+].[K+]. The catalyst is CS(C)=O.CCOC(C)=O. The product is [CH3:10][C:6]1[CH:5]=[C:4]([N+:11]([O-:13])=[O:12])[C:3]([O:2][CH3:1])=[CH:8][C:7]=1[N:23]1[CH2:24][CH2:25][CH:20]([CH2:19][CH2:18][S:15]([CH3:14])(=[O:17])=[O:16])[CH2:21][CH2:22]1. The yield is 0.840. (6) The catalyst is CN(C=O)C.CCOC(C)=O. The reactants are [C:1]([NH:9][CH2:10][CH:11]1[CH2:16][CH2:15][CH2:14][CH:13]([N:17]2[C:26]3[CH:25]=[CH:24][CH:23]=[C:22]([C:27]([OH:29])=[O:28])[C:21]=3[C:20]3=[N:30][O:31][C:32]([CH3:33])=[C:19]3[C:18]2=[O:34])[CH2:12]1)(=[O:8])[C:2]1[CH:7]=[CH:6][CH:5]=[CH:4][CH:3]=1.I[CH2:36][CH3:37].C([O-])([O-])=O.[Cs+].[Cs+]. The product is [CH2:36]([O:28][C:27]([C:22]1[C:21]2[C:20]3[C:19](=[C:32]([CH3:33])[O:31][N:30]=3)[C:18](=[O:34])[N:17]([CH:13]3[CH2:14][CH2:15][CH2:16][CH:11]([CH2:10][NH:9][C:1](=[O:8])[C:2]4[CH:7]=[CH:6][CH:5]=[CH:4][CH:3]=4)[CH2:12]3)[C:26]=2[CH:25]=[CH:24][CH:23]=1)=[O:29])[CH3:37]. The yield is 0.800. (7) The reactants are Br[C:2]1[CH:7]=[CH:6][C:5]([NH:8][S:9]([CH3:12])(=[O:11])=[O:10])=[C:4]([CH3:13])[CH:3]=1.B1(B2OC(C)(C)C(C)(C)O2)OC(C)(C)C(C)(C)O1.Br[C:33]1[C:34]2[C:35]3[CH:48]=[CH:47][S:46][C:36]=3[C:37](=[O:45])[NH:38][C:39]=2[CH:40]=[CH:41][C:42]=1[O:43][CH3:44]. No catalyst specified. The product is [CH3:44][O:43][C:42]1[CH:41]=[CH:40][C:39]2[NH:38][C:37](=[O:45])[C:36]3[S:46][CH:47]=[CH:48][C:35]=3[C:34]=2[C:33]=1[C:2]1[CH:7]=[CH:6][C:5]([NH:8][S:9]([CH3:12])(=[O:11])=[O:10])=[C:4]([CH3:13])[CH:3]=1. The yield is 0.270. (8) The reactants are [CH3:1][N:2]1[C:6]2[CH:7]=[CH:8][CH:9]=[C:10]([C:11]([O:13]C)=O)[C:5]=2[N:4]=[C:3]1[CH2:15][N:16]([CH3:27])[CH:17]1[C:26]2[N:25]=[CH:24][CH:23]=[CH:22][C:21]=2[CH2:20][CH2:19][CH2:18]1.[OH-].[Li+].O=C1N(P(Cl)(N2CCOC2=O)=O)CCO1.[NH2:45][CH2:46][CH2:47][C:48]1[N:52]=[CH:51][NH:50][CH:49]=1.C(N(CC)C(C)C)(C)C. The catalyst is CN(C)C=O.O1CCCC1.CO. The product is [NH:50]1[CH:49]=[C:48]([CH2:47][CH2:46][NH:45][C:11]([C:10]2[C:5]3[N:4]=[C:3]([CH2:15][N:16]([CH3:27])[CH:17]4[C:26]5[N:25]=[CH:24][CH:23]=[CH:22][C:21]=5[CH2:20][CH2:19][CH2:18]4)[N:2]([CH3:1])[C:6]=3[CH:7]=[CH:8][CH:9]=2)=[O:13])[N:52]=[CH:51]1. The yield is 0.180. (9) The reactants are [CH3:1][S:2](Cl)(=[O:4])=[O:3].[Br:6][C:7]1[CH:8]=[C:9]([C:13]2([C:21]3[CH:26]=[CH:25][C:24]([OH:27])=[CH:23][CH:22]=3)[NH:17][C:16](=[S:18])[N:15]([CH3:19])[C:14]2=[O:20])[CH:10]=[N:11][CH:12]=1.C(N(CC)CC)C.C(=O)(O)[O-].[Na+]. The catalyst is ClCCl. The product is [CH3:1][S:2]([O:27][C:24]1[CH:25]=[CH:26][C:21]([C:13]2([C:9]3[CH:10]=[N:11][CH:12]=[C:7]([Br:6])[CH:8]=3)[C:14](=[O:20])[N:15]([CH3:19])[C:16](=[S:18])[NH:17]2)=[CH:22][CH:23]=1)(=[O:4])=[O:3]. The yield is 0.600. (10) The reactants are [CH3:1][O:2][C:3](=[O:25])[C@@H:4]([O:21]C(=O)C)[C:5]1[CH:10]=[CH:9][C:8]([O:11][CH2:12][C:13]2[CH:18]=[CH:17][C:16]([Cl:19])=[C:15]([Cl:20])[CH:14]=2)=[CH:7][CH:6]=1.C(=O)(O)[O-].[Na+]. The catalyst is CO. The product is [CH3:1][O:2][C:3](=[O:25])[C@H:4]([C:5]1[CH:6]=[CH:7][C:8]([O:11][CH2:12][C:13]2[CH:18]=[CH:17][C:16]([Cl:19])=[C:15]([Cl:20])[CH:14]=2)=[CH:9][CH:10]=1)[OH:21]. The yield is 1.00.